This data is from Forward reaction prediction with 1.9M reactions from USPTO patents (1976-2016). The task is: Predict the product of the given reaction. (1) Given the reactants B(F)(F)F.CCOCC.[F:10][C:11]1[CH:16]=[CH:15][C:14]([CH2:17][C:18]([C:20]2[CH:25]=[CH:24][CH:23]=[C:22]([CH3:26])[N:21]=2)=O)=[CH:13][CH:12]=1.[NH2:27][N:28]1[C@@H:32]([CH2:33][O:34][CH2:35][C:36]2[CH:41]=[CH:40][CH:39]=[CH:38][CH:37]=2)[CH2:31][CH2:30][C:29]1=[O:42], predict the reaction product. The product is: [CH2:35]([O:34][CH2:33][C@@H:32]1[N:28]([N:27]=[C:18]([C:20]2[CH:25]=[CH:24][CH:23]=[C:22]([CH3:26])[N:21]=2)[CH2:17][C:14]2[CH:15]=[CH:16][C:11]([F:10])=[CH:12][CH:13]=2)[C:29](=[O:42])[CH2:30][CH2:31]1)[C:36]1[CH:37]=[CH:38][CH:39]=[CH:40][CH:41]=1. (2) Given the reactants Cl[CH2:2][CH2:3][CH2:4][S:5]([C:8]1[CH:9]=[CH:10][C:11]([OH:17])=[C:12]([CH:16]=1)[C:13]([OH:15])=[O:14])(=[O:7])=[O:6].C[Si]([N-][Si](C)(C)C)(C)C.[K+], predict the reaction product. The product is: [CH:4]1([S:5]([C:8]2[CH:9]=[CH:10][C:11]([OH:17])=[C:12]([CH:16]=2)[C:13]([OH:15])=[O:14])(=[O:7])=[O:6])[CH2:2][CH2:3]1.